From a dataset of Full USPTO retrosynthesis dataset with 1.9M reactions from patents (1976-2016). Predict the reactants needed to synthesize the given product. (1) Given the product [ClH:39].[NH2:7][CH:8]([C:9]([N:11]1[CH2:16][CH2:15][O:14][CH2:13][CH2:12]1)=[O:10])[CH2:17][C:18]1[CH:23]=[CH:22][C:21]([O:24][C:25]2[CH:30]=[CH:29][C:28]([CH2:31][CH2:32][C:33]([NH:34][OH:35])=[O:36])=[CH:27][CH:26]=2)=[CH:20][CH:19]=1, predict the reactants needed to synthesize it. The reactants are: C(OC(=O)[NH:7][CH:8]([CH2:17][C:18]1[CH:23]=[CH:22][C:21]([O:24][C:25]2[CH:30]=[CH:29][C:28]([CH2:31][CH2:32][C:33](=[O:36])[NH:34][OH:35])=[CH:27][CH:26]=2)=[CH:20][CH:19]=1)[C:9]([N:11]1[CH2:16][CH2:15][O:14][CH2:13][CH2:12]1)=[O:10])(C)(C)C.C(Cl)[Cl:39]. (2) Given the product [Br:3][C:4]1[CH:5]=[C:6]2[C:10](=[CH:11][CH:12]=1)[N:9]([S:26]([C:20]1[CH:25]=[CH:24][CH:23]=[CH:22][CH:21]=1)(=[O:28])=[O:27])[CH:8]=[C:7]2[C:13]1[CH2:14][CH2:15][N:16]([CH3:19])[CH2:17][CH:18]=1, predict the reactants needed to synthesize it. The reactants are: [H-].[Na+].[Br:3][C:4]1[CH:5]=[C:6]2[C:10](=[CH:11][CH:12]=1)[NH:9][CH:8]=[C:7]2[C:13]1[CH2:14][CH2:15][N:16]([CH3:19])[CH2:17][CH:18]=1.[C:20]1([S:26](Cl)(=[O:28])=[O:27])[CH:25]=[CH:24][CH:23]=[CH:22][CH:21]=1. (3) Given the product [NH2:7][CH2:8][CH2:9][CH2:10][CH2:11][NH:12][C:13]([CH2:14][CH2:15][N:16]([C:17]1[CH:22]=[CH:21][CH:20]=[CH:19][CH:18]=1)[C:23]([C:25]1[CH:44]=[CH:43][C:28]2[N:29]([CH3:42])[C:30]([CH2:32][NH:33][C:34]3[CH:39]=[CH:38][C:37]([C:40](=[NH:41])[NH2:51])=[CH:36][CH:35]=3)=[N:31][C:27]=2[CH:26]=1)=[O:24])=[O:45], predict the reactants needed to synthesize it. The reactants are: C(OC(=O)[NH:7][CH2:8][CH2:9][CH2:10][CH2:11][NH:12][C:13](=[O:45])[CH2:14][CH2:15][N:16]([C:23]([C:25]1[CH:44]=[CH:43][C:28]2[N:29]([CH3:42])[C:30]([CH2:32][NH:33][C:34]3[CH:39]=[CH:38][C:37]([C:40]#[N:41])=[CH:36][CH:35]=3)=[N:31][C:27]=2[CH:26]=1)=[O:24])[C:17]1[CH:22]=[CH:21][CH:20]=[CH:19][CH:18]=1)(C)(C)C.C(=O)([O-])[O-].[NH4+:51].[NH4+]. (4) Given the product [CH3:21][C@@H:22]1[CH2:26][CH2:25][CH2:24][N:23]1[CH2:2][CH2:3][CH2:4][O:5][C:6]1[CH:11]=[CH:10][C:9]([C:12]2[S:13][C:14]3[CH2:19][CH2:18][NH:17][CH2:16][C:15]=3[N:20]=2)=[CH:8][CH:7]=1, predict the reactants needed to synthesize it. The reactants are: Cl[CH2:2][CH2:3][CH2:4][O:5][C:6]1[CH:11]=[CH:10][C:9]([C:12]2[S:13][C:14]3[CH2:19][CH2:18][NH:17][CH2:16][C:15]=3[N:20]=2)=[CH:8][CH:7]=1.[CH3:21][C@@H:22]1[CH2:26][CH2:25][CH2:24][NH:23]1.